From a dataset of Experimentally validated miRNA-target interactions with 360,000+ pairs, plus equal number of negative samples. Binary Classification. Given a miRNA mature sequence and a target amino acid sequence, predict their likelihood of interaction. (1) The miRNA is mmu-miR-3969 with sequence CCCUAAAGUAGAAAUCACUA. The protein sequence of the target gene is MMDNKDLEAEIHPLKNEDKKSQENPGNLPRNEDNLKSKPVPSRLSRCRTVAFFLSLFTCLFVVFVLSFIIPCPDRPSSQGTWKLDYNNAVMYDFLALGDINKDKVQDVLFLYKNTNSSNNLTRSCADEGFSTPCAFVVAVSGANGSVLWERPVAQDVALVKCAMPQTLDSDEVSSACIVVGRAGSFVAVSFFTGETLWSHPSSFSGNVSILSPLLQVPDIDGDGDGTPDLLILAQEGQEVSGALYSGSTGYQIGHRGSLGVDGDGVALLHVTRTGAQYILLPCASALCGFSVKSLYERIT.... Result: 0 (no interaction). (2) The miRNA is hsa-miR-7108-5p with sequence GUGUGGCCGGCAGGCGGGUGG. The protein sequence of the target gene is MMEVESSYSDFISCDRTGRRNAVPDIQGDSEAVSVRKLAGDMGELALEGAEGQVEGSAPDKEAGNQPQSSDGTTSS. Result: 0 (no interaction). (3) The miRNA is hsa-miR-4748 with sequence GAGGUUUGGGGAGGAUUUGCU. The protein sequence of the target gene is MDNAVDGLDKASIANSDGPTAGSQTPPFKRKGKLSTIGKIFKPWKWRKKKTSDKFRETSAVLERKISTRQSREELIRRGVLKELPDQDGDVTVNFENSNGHMIPIGEESTREENVVKSEEGNGSVSEKTPPLEEQAEDKKENTENHSETPAAPALPPSAPPKPRPKPKPKKSPVPPKGATAGASHKGDEVPPIKKNTKAPGKQAPVPPPKPASRNTTREAAGSSHSKKTTGSKASASPSTSSTSSRPKASKETVSSKAGTVGTTKGKRKTDKQPITSHLSSDTTTSGTSDLKGEPAETRV.... Result: 1 (interaction). (4) The miRNA is hsa-miR-93-3p with sequence ACUGCUGAGCUAGCACUUCCCG. The protein sequence of the target gene is MVAEAGSMPAASSVKKPFGLRSKMGKWCRHCFPWCRGSGKSNVGTSGDHDDSAMKTLRSKMGKWCRHCFPWCRGSSKSNVGTSGDHDDSAMKTLRSKMGKWCCHCFPCCRGSGKSKVGPWGDYDDSAFMEPRYHVRREDLDKLHRAAWWGKVPRKDLIVMLKDTDMNKKDKQKRTALHLASANGNSEVVKLLLDRRCQLNILDNKKRTALTKAVQCREDECALMLLEHGTDPNIPDEYGNTALHYAIYNEDKLMAKALLLYGADIESKNKHGLTPLLLGVHEQKQQVVKFLIKKKANLNA.... Result: 1 (interaction). (5) The miRNA is hsa-miR-4465 with sequence CUCAAGUAGUCUGACCAGGGGA. The protein sequence of the target gene is MEYHQPEDPAPGKAGTAEAVIPENHEVLAGPDEHPQDTDARDADGEAREREPADQALLPSQCGDNLESPLPEASSAPPGPTLGTLPEVETIRACSMPQELPQSPRTRQPEPDFYCVKWIPWKGEQTPIITQSTNGPCPLLAIMNILFLQWKVKLPPQKEVITSDELMAHLGNCLLSIKPQEKSEGLQLNFQQNVDDAMTVLPKLATGLDVNVRFTGVSDFEYTPECSVFDLLGIPLYHGWLVDPQSPEAVRAVGKLSYNQLVERIITCKHSSDTNLVTEGLIAEQFLETTAAQLTYHGLC.... Result: 1 (interaction). (6) Result: 0 (no interaction). The miRNA is hsa-miR-1470 with sequence GCCCUCCGCCCGUGCACCCCG. The protein sequence of the target gene is MSRSPDAKEDPVECPLCMEPLEIDDINFFPCTCGYQICRFCWHRIRTDENGLCPACRKPYPEDPAVYKPLSQEELQRIKNEKKQKQNERKQKISENRKHLASVRVVQKNLVFVVGLSQRLADPEVLKRPEYFGKFGKIHKVVINNSTSYAGSQGPSASAYVTYIRSEDALRAIQCVNNVVVDGRTLKASLGTTKYCSYFLKNMQCPKPDCMYLHELGDEAASFTKEEMQAGKHQEYEQKLLQELYKLNPNFLQLSTGSVDKNKNKVTPLQRYDTPIDKPSDSLSIGNGDNSQQISNSDTP.... (7) The miRNA is hsa-miR-4713-3p with sequence UGGGAUCCAGACAGUGGGAGAA. The protein sequence of the target gene is MATNKSVGVFSSASLAVEYVDSLLPENPLQEPFKNAWVYMLDNYTKFQIATWGSLIVHEAIYFLFSLPGFLFQFIPYMRKYKIQKDKPETFEGQWKCLKKILFNHFFIQLPLICGTYYFTEFFNIPYDWERMPRWYLTLARCLGCAVIEDTWHYFLHRLLHHKRIYKYIHKVHHEFQAPFGIEAEYAHPLETLILGTGFFIGIVLLCDHVILLWAWVTIRLLETIDVHSGYDIPLNPLNLVPFYTGARHHDFHHMNFIGNYASTFTWWDKLFGTDAQYHAYIEKSKKLGKKSD. Result: 0 (no interaction). (8) The miRNA is hsa-miR-153-5p with sequence UCAUUUUUGUGAUGUUGCAGCU. The protein sequence of the target gene is MATSNHSSGAEFILAGLTQRPELQLPLFLLFLGIYVVTVVGNLGMIFLIALSSQLYPPVYYFLSHLSFIDLCYSSVITPKMLVNFVPEENIISFLECITQLYFFLIFVIAEGYLLTAMEYDRYVAICRPLLYNIVMSHRVCSIMMAVVYSLGFLWATVHTTRMSVLSFCRSHTVSHYFCDILPLLTLSCSSTHINEILLFIIGGVNTLATTLAVLISYAFIFSSILGIHSTEGQSKAFGTCSSHLLAVGIFFGSITFMYFKPPSSTTMEKEKVSSVFYITIIPMLNPLIYSLRNKDVKNA.... Result: 0 (no interaction).